Dataset: Reaction yield outcomes from USPTO patents with 853,638 reactions. Task: Predict the reaction yield, written as a fraction of the theoretical maximum amount of product (1.0 means a 100% yield; for example, 0.34 means a 34% yield). (1) The reactants are Cl[C:2]1[CH:7]=[CH:6][N:5]=[C:4]2[CH:8]=[C:9]([S:11]([N:14]([O:16][CH3:17])[CH3:15])(=[O:13])=[O:12])[S:10][C:3]=12.[F:18][C:19]1[CH:24]=[C:23]([N+:25]([O-:27])=[O:26])[CH:22]=[CH:21][C:20]=1[OH:28].C([O-])([O-])=O.[K+].[K+]. The catalyst is C1(OC2C=CC=CC=2)C=CC=CC=1.C(Cl)Cl. The product is [F:18][C:19]1[CH:24]=[C:23]([N+:25]([O-:27])=[O:26])[CH:22]=[CH:21][C:20]=1[O:28][C:2]1[CH:7]=[CH:6][N:5]=[C:4]2[CH:8]=[C:9]([S:11]([N:14]([O:16][CH3:17])[CH3:15])(=[O:13])=[O:12])[S:10][C:3]=12. The yield is 0.400. (2) The reactants are [Cl:1][C:2]1[CH:3]=[CH:4][C:5]([CH3:26])=[C:6]([C:8]2[N:13]=[C:12]([NH2:14])[N:11]=[C:10]([NH:15][C:16]3[CH:21]=[CH:20][C:19]([C:22]([F:25])([F:24])[F:23])=[CH:18][CH:17]=3)[CH:9]=2)[CH:7]=1.[C:27]1(=O)[O:32][C:30](=[O:31])[CH2:29][CH2:28]1. The catalyst is C1(C)C=CC=CC=1. The product is [Cl:1][C:2]1[CH:3]=[CH:4][C:5]([CH3:26])=[C:6]([C:8]2[CH:9]=[C:10]([NH:15][C:16]3[CH:17]=[CH:18][C:19]([C:22]([F:23])([F:25])[F:24])=[CH:20][CH:21]=3)[N:11]=[C:12]([N:14]3[C:30](=[O:31])[CH2:29][CH2:28][C:27]3=[O:32])[N:13]=2)[CH:7]=1. The yield is 0.960. (3) The yield is 0.800. The product is [N:20]1([CH2:25][CH2:26][O:27][C:28]2[CH:29]=[CH:30][C:31]([NH:34][CH2:1][C:3]3[CH:8]=[CH:7][C:6]([O:9][S:10]([C:13]4[CH:18]=[CH:17][C:16]([CH3:19])=[CH:15][CH:14]=4)(=[O:12])=[O:11])=[CH:5][CH:4]=3)=[CH:32][CH:33]=2)[CH2:24][CH2:23][CH2:22][CH2:21]1. The catalyst is CO.C(O)C. The reactants are [CH:1]([C:3]1[CH:8]=[CH:7][C:6]([O:9][S:10]([C:13]2[CH:18]=[CH:17][C:16]([CH3:19])=[CH:15][CH:14]=2)(=[O:12])=[O:11])=[CH:5][CH:4]=1)=O.[N:20]1([CH2:25][CH2:26][O:27][C:28]2[CH:33]=[CH:32][C:31]([NH2:34])=[CH:30][CH:29]=2)[CH2:24][CH2:23][CH2:22][CH2:21]1.[BH4-].[Na+].